From a dataset of NCI-60 drug combinations with 297,098 pairs across 59 cell lines. Regression. Given two drug SMILES strings and cell line genomic features, predict the synergy score measuring deviation from expected non-interaction effect. (1) Drug 1: C1=C(C(=O)NC(=O)N1)N(CCCl)CCCl. Drug 2: CNC(=O)C1=NC=CC(=C1)OC2=CC=C(C=C2)NC(=O)NC3=CC(=C(C=C3)Cl)C(F)(F)F. Cell line: M14. Synergy scores: CSS=45.8, Synergy_ZIP=2.96, Synergy_Bliss=1.14, Synergy_Loewe=-6.68, Synergy_HSA=2.20. (2) Drug 1: C#CCC(CC1=CN=C2C(=N1)C(=NC(=N2)N)N)C3=CC=C(C=C3)C(=O)NC(CCC(=O)O)C(=O)O. Drug 2: CN(CC1=CN=C2C(=N1)C(=NC(=N2)N)N)C3=CC=C(C=C3)C(=O)NC(CCC(=O)O)C(=O)O. Cell line: HS 578T. Synergy scores: CSS=56.3, Synergy_ZIP=1.87, Synergy_Bliss=3.24, Synergy_Loewe=-1.38, Synergy_HSA=2.23. (3) Drug 1: C1=CC(=C2C(=C1NCCNCCO)C(=O)C3=C(C=CC(=C3C2=O)O)O)NCCNCCO. Drug 2: C1=NNC2=C1C(=O)NC=N2. Cell line: TK-10. Synergy scores: CSS=33.8, Synergy_ZIP=1.56, Synergy_Bliss=2.31, Synergy_Loewe=-15.9, Synergy_HSA=1.97. (4) Drug 1: C1=CC(=CC=C1C#N)C(C2=CC=C(C=C2)C#N)N3C=NC=N3. Drug 2: C1CNP(=O)(OC1)N(CCCl)CCCl. Cell line: NCI-H226. Synergy scores: CSS=-5.93, Synergy_ZIP=2.77, Synergy_Bliss=-0.0985, Synergy_Loewe=-4.18, Synergy_HSA=-4.81. (5) Drug 1: CC1=C(C=C(C=C1)NC2=NC=CC(=N2)N(C)C3=CC4=NN(C(=C4C=C3)C)C)S(=O)(=O)N.Cl. Drug 2: C1=CN(C=N1)CC(O)(P(=O)(O)O)P(=O)(O)O. Cell line: IGROV1. Synergy scores: CSS=7.36, Synergy_ZIP=0.989, Synergy_Bliss=2.64, Synergy_Loewe=-11.3, Synergy_HSA=3.00.